Dataset: Full USPTO retrosynthesis dataset with 1.9M reactions from patents (1976-2016). Task: Predict the reactants needed to synthesize the given product. (1) Given the product [CH:1]1([N:4]([CH:5]2[CH2:10][CH2:9][N:8]([C:11]3[N:12]=[CH:13][C:14]([CH2:17][CH3:18])=[CH:15][N:16]=3)[CH2:7][CH2:6]2)[C:23](=[O:24])[C:22]2[CH:26]=[CH:27][C:28]([N:29]3[CH:33]=[CH:32][N:31]=[C:30]3[CH3:34])=[C:20]([F:19])[CH:21]=2)[CH2:2][CH2:3]1, predict the reactants needed to synthesize it. The reactants are: [CH:1]1([NH:4][CH:5]2[CH2:10][CH2:9][N:8]([C:11]3[N:16]=[CH:15][C:14]([CH2:17][CH3:18])=[CH:13][N:12]=3)[CH2:7][CH2:6]2)[CH2:3][CH2:2]1.[F:19][C:20]1[CH:21]=[C:22]([CH:26]=[CH:27][C:28]=1[N:29]1[CH:33]=[CH:32][N:31]=[C:30]1[CH3:34])[C:23](O)=[O:24]. (2) Given the product [Cl:1][C:2]1[CH:3]=[C:4]2[C:12](=[CH:13][CH:14]=1)[NH:11][C:10]1[CH:9]([NH:15][C:17]3[N:22]=[C:21]([CH3:23])[CH:20]=[C:19]([CH3:24])[N:18]=3)[CH2:8][CH2:7][CH2:6][C:5]2=1, predict the reactants needed to synthesize it. The reactants are: [Cl:1][C:2]1[CH:3]=[C:4]2[C:12](=[CH:13][CH:14]=1)[NH:11][C:10]1[CH:9]([NH2:15])[CH2:8][CH2:7][CH2:6][C:5]2=1.Cl[C:17]1[N:22]=[C:21]([CH3:23])[CH:20]=[C:19]([CH3:24])[N:18]=1. (3) Given the product [Cl:16][C:17]1[CH:18]=[C:19]([CH:22]=[CH:23][C:24]=1[O:25][CH3:26])[CH2:20][S:15][C:13]1[O:14][C:10]([C:8]2[CH:7]=[CH:6][C:5]3[O:1][CH2:2][CH2:3][C:4]=3[CH:9]=2)=[N:11][N:12]=1, predict the reactants needed to synthesize it. The reactants are: [O:1]1[C:5]2[CH:6]=[CH:7][C:8]([C:10]3[O:14][C:13]([SH:15])=[N:12][N:11]=3)=[CH:9][C:4]=2[CH2:3][CH2:2]1.[Cl:16][C:17]1[CH:18]=[C:19]([CH:22]=[CH:23][C:24]=1[O:25][CH3:26])[CH2:20]Br. (4) Given the product [Cl:26][C:20]1[CH:19]=[C:18]([NH:17][C:15]2[N:14]=[C:13]([NH:27][CH:28]3[CH2:29][CH2:30][CH2:31][CH2:32][CH2:33][CH2:34]3)[N:12]=[C:11]([N:5]3[CH2:6][CH2:7][CH:2]([OH:1])[CH2:3][CH2:4]3)[N:16]=2)[CH:23]=[CH:22][C:21]=1[O:24][CH3:25], predict the reactants needed to synthesize it. The reactants are: [OH:1][CH:2]1[CH2:7][CH2:6][NH:5][CH2:4][CH2:3]1.[OH-].[Na+].Cl[C:11]1[N:16]=[C:15]([NH:17][C:18]2[CH:23]=[CH:22][C:21]([O:24][CH3:25])=[C:20]([Cl:26])[CH:19]=2)[N:14]=[C:13]([NH:27][CH:28]2[CH2:34][CH2:33][CH2:32][CH2:31][CH2:30][CH2:29]2)[N:12]=1. (5) Given the product [C:19]([O:22][C:23](=[O:24])[NH:25][CH:26]1[CH2:31][CH2:30][N:29]([C:2]2[C:3]3[CH:10]=[CH:9][NH:8][C:4]=3[N:5]=[CH:6][N:7]=2)[CH2:28][CH2:27]1)([CH3:21])([CH3:18])[CH3:20], predict the reactants needed to synthesize it. The reactants are: Cl[C:2]1[C:3]2[CH:10]=[CH:9][NH:8][C:4]=2[N:5]=[CH:6][N:7]=1.C(N(CC)CC)C.[CH3:18][C:19]([O:22][C:23]([NH:25][CH:26]1[CH2:31][CH2:30][NH:29][CH2:28][CH2:27]1)=[O:24])([CH3:21])[CH3:20]. (6) The reactants are: Cl.[NH2:2][O:3][CH2:4][C:5]([NH2:7])=[O:6].[C:8]1([C:14]([C:16]2[NH:24][C:19]3=[CH:20][N:21]=[CH:22][CH:23]=[C:18]3[CH:17]=2)=O)[CH:13]=[CH:12][CH:11]=[CH:10][CH:9]=1. Given the product [C:8]1([C:14](=[N:2][O:3][CH2:4][C:5]([NH2:7])=[O:6])[C:16]2[NH:24][C:19]3=[CH:20][N:21]=[CH:22][CH:23]=[C:18]3[CH:17]=2)[CH:9]=[CH:10][CH:11]=[CH:12][CH:13]=1, predict the reactants needed to synthesize it. (7) Given the product [Cl:1][C:2]1[CH:7]=[CH:6][C:5]([C:8]2[CH:9]=[C:10]3[C:16]([C:17]([C:19]4[C:20]([F:33])=[C:21]([N:26]([S:27]([CH2:30][CH2:31][CH3:32])(=[O:28])=[O:29])[C:34](=[O:41])[C:35]5[CH:40]=[CH:39][CH:38]=[CH:37][CH:36]=5)[CH:22]=[CH:23][C:24]=4[F:25])=[O:18])=[CH:15][NH:14][C:11]3=[N:12][CH:13]=2)=[CH:4][CH:3]=1, predict the reactants needed to synthesize it. The reactants are: [Cl:1][C:2]1[CH:7]=[CH:6][C:5]([C:8]2[CH:9]=[C:10]3[C:16]([C:17]([C:19]4[C:20]([F:33])=[C:21]([NH:26][S:27]([CH2:30][CH2:31][CH3:32])(=[O:29])=[O:28])[CH:22]=[CH:23][C:24]=4[F:25])=[O:18])=[CH:15][NH:14][C:11]3=[N:12][CH:13]=2)=[CH:4][CH:3]=1.[C:34](Cl)(=[O:41])[C:35]1[CH:40]=[CH:39][CH:38]=[CH:37][CH:36]=1.C(N(CC)CC)C. (8) Given the product [CH2:26]([OH:25])[C@@H:27]([C@H:29]([C@@H:31]([CH2:33][OH:34])[OH:32])[OH:30])[OH:28].[O:46]=[CH:45][C@@H:43]([C@H:42]([C@H:41]([CH2:40][OH:49])[OH:48])[OH:47])[OH:44], predict the reactants needed to synthesize it. The reactants are: CC1(C)S[C@@H]2[C@H](NC([C@H](N)C3C=CC=CC=3)=O)C(=O)N2[C@H]1C(O)=O.[O:25]=[CH:26][C@@H:27]([C@H:29]([C@H:31]([CH2:33][OH:34])[OH:32])[OH:30])[OH:28].CC(S[C@@H]1[O:44][C@H:43]([CH2:45][OH:46])[C@H:42]([OH:47])[C@H:41]([OH:48])[C@H:40]1[OH:49])C.